This data is from Forward reaction prediction with 1.9M reactions from USPTO patents (1976-2016). The task is: Predict the product of the given reaction. (1) Given the reactants C(OC([N:8]1[CH2:13][CH2:12][N:11]([CH2:14][C:15]2[S:30][C:18]3[N:19]=[C:20]([Cl:29])[N:21]=[C:22]([N:23]4[CH2:28][CH2:27][O:26][CH2:25][CH2:24]4)[C:17]=3[CH:16]=2)[CH2:10][CH2:9]1)=O)(C)(C)C.Cl, predict the reaction product. The product is: [Cl:29][C:20]1[N:21]=[C:22]([N:23]2[CH2:24][CH2:25][O:26][CH2:27][CH2:28]2)[C:17]2[CH:16]=[C:15]([CH2:14][N:11]3[CH2:12][CH2:13][NH:8][CH2:9][CH2:10]3)[S:30][C:18]=2[N:19]=1. (2) Given the reactants N#N.C([O:5][C:6]([C:8]1[N:9]=[C:10]([C:13]([CH3:21])([CH3:20])[O:14][SiH2:15][C:16]([CH3:19])([CH3:18])[CH3:17])[O:11][CH:12]=1)=O)C.CC(C[AlH]CC(C)C)C, predict the reaction product. The product is: [C:16]([SiH2:15][O:14][C:13]([CH3:21])([CH3:20])[C:10]1[O:11][CH:12]=[C:8]([CH2:6][OH:5])[N:9]=1)([CH3:19])([CH3:17])[CH3:18].